From a dataset of Catalyst prediction with 721,799 reactions and 888 catalyst types from USPTO. Predict which catalyst facilitates the given reaction. (1) Reactant: [BH4-].[Na+].[CH3:3][O:4][C:5]1[N:10]=[C:9]([CH2:11][C:12](OCC)=[O:13])[CH:8]=[CH:7][CH:6]=1. Product: [CH3:3][O:4][C:5]1[N:10]=[C:9]([CH2:11][CH2:12][OH:13])[CH:8]=[CH:7][CH:6]=1. The catalyst class is: 8. (2) Reactant: O.[NH2:2]N.C[N:5]([CH:7]=[C:8]1[C:13](=O)[CH2:12][CH2:11][CH:10]([NH:15][C:16](=[O:22])[O:17][C:18]([CH3:21])([CH3:20])[CH3:19])[CH2:9]1)C. Product: [NH:2]1[C:13]2[CH2:12][CH2:11][CH:10]([NH:15][C:16](=[O:22])[O:17][C:18]([CH3:21])([CH3:20])[CH3:19])[CH2:9][C:8]=2[CH:7]=[N:5]1. The catalyst class is: 5. (3) Reactant: [Cl:1][C:2]1[CH:16]=[CH:15][C:5]([O:6][CH2:7][C:8]([O:10]C(C)(C)C)=[O:9])=[C:4]([CH2:17][N:18]2[CH2:23][CH2:22][N:21]([C:24](=[O:32])[CH2:25][C:26]3[CH:31]=[CH:30][CH:29]=[CH:28][CH:27]=3)[C@H:20]([CH3:33])[C@@H:19]2[CH3:34])[CH:3]=1. Product: [Cl:1][C:2]1[CH:16]=[CH:15][C:5]([O:6][CH2:7][C:8]([OH:10])=[O:9])=[C:4]([CH2:17][N:18]2[CH2:23][CH2:22][N:21]([C:24](=[O:32])[CH2:25][C:26]3[CH:31]=[CH:30][CH:29]=[CH:28][CH:27]=3)[C@H:20]([CH3:33])[C@@H:19]2[CH3:34])[CH:3]=1. The catalyst class is: 67. (4) Product: [CH2:23]([O:25]/[C:26](=[CH:32]\[C:33]1[CH:34]=[N:35][C:36]([C:39]2[CH:44]=[CH:43][CH:42]=[C:41]([N:45]([CH3:46])[C:2]([O:4][C:5]3[CH:10]=[CH:9][C:8]([N+:11]([O-:13])=[O:12])=[CH:7][CH:6]=3)=[O:3])[CH:40]=2)=[CH:37][CH:38]=1)/[C:27]([O:29][CH2:30][CH3:31])=[O:28])[CH3:24]. Reactant: Cl[C:2]([O:4][C:5]1[CH:10]=[CH:9][C:8]([N+:11]([O-:13])=[O:12])=[CH:7][CH:6]=1)=[O:3].C(N(C(C)C)CC)(C)C.[CH2:23]([O:25]/[C:26](=[CH:32]\[C:33]1[CH:34]=[N:35][C:36]([C:39]2[CH:44]=[CH:43][CH:42]=[C:41]([NH:45][CH3:46])[CH:40]=2)=[CH:37][CH:38]=1)/[C:27]([O:29][CH2:30][CH3:31])=[O:28])[CH3:24].O. The catalyst class is: 4. (5) Reactant: C(O[C:4](=[O:15])[C:5]([N:10]1[CH:14]=[CH:13][N:12]=[N:11]1)=[CH:6][N:7](C)C)C.[NH:16]([C:18]1[N:23]=[CH:22][N:21]=[C:20]([N:24]2[CH2:29][CH2:28][O:27][CH2:26][CH2:25]2)[CH:19]=1)N.C(O)(C(F)(F)F)=O. Product: [N:24]1([C:20]2[N:21]=[CH:22][N:23]=[C:18]([N:16]3[C:4](=[O:15])[C:5]([N:10]4[CH:14]=[CH:13][N:12]=[N:11]4)=[CH:6][NH:7]3)[CH:19]=2)[CH2:25][CH2:26][O:27][CH2:28][CH2:29]1. The catalyst class is: 13.